From a dataset of Catalyst prediction with 721,799 reactions and 888 catalyst types from USPTO. Predict which catalyst facilitates the given reaction. (1) The catalyst class is: 24. Product: [F:1][C:2]1[CH:7]=[CH:6][C:5]([N:8]2[C:9]([SH:10])=[N:11][N:12]=[C:13]2[C:14]([N:16]([CH3:24])[CH2:17][C:18]2[CH:23]=[CH:22][N:21]=[CH:20][CH:19]=2)=[O:15])=[CH:4][CH:3]=1. Reactant: [F:1][C:2]1[CH:7]=[CH:6][C:5]([NH:8][C:9]([NH:11][NH:12][C:13](=O)[C:14]([N:16]([CH3:24])[CH2:17][C:18]2[CH:23]=[CH:22][N:21]=[CH:20][CH:19]=2)=[O:15])=[S:10])=[CH:4][CH:3]=1.C(=O)(O)[O-].[Na+]. (2) Product: [NH2:1][C:72]1[CH:73]=[CH:74][C:69]([CH2:68][N:36]2[C:35](=[O:34])[CH:41]([CH2:42][C:43]([OH:45])=[O:44])[CH2:40][C:39]3[CH:46]=[CH:47][C:48]([O:50][CH2:51][CH2:52][CH2:53][NH:54][C:62]4[CH:67]=[CH:66][CH:65]=[CH:64][N:63]=4)=[CH:49][C:38]=3[CH2:37]2)=[CH:70][CH:71]=1. The catalyst class is: 6. Reactant: [N:1]1C=CC=CC=1N(CCCOC1C(CC(O)=O)CC2C=CC=CC=2CN1)C(OC(C)(C)C)=O.[O:34]=[C:35]1[CH:41]([CH2:42][C:43]([OH:45])=[O:44])[CH2:40][C:39]2[CH:46]=[CH:47][C:48]([O:50][CH2:51][CH2:52][CH2:53][N:54]([C:62]3[CH:67]=[CH:66][CH:65]=[CH:64][N:63]=3)C(OC(C)(C)C)=O)=[CH:49][C:38]=2[CH2:37][N:36]1[CH2:68][C:69]1[CH:74]=[CH:73][C:72](C(F)(F)F)=[CH:71][CH:70]=1.C(C(O)=O)(F)(F)F. (3) Reactant: [Br:1][C:2]1[CH:3]=[C:4]([CH3:10])[C:5]([NH:8][NH2:9])=[N:6][CH:7]=1.CN(C)[CH:13]=[C:14]([C:25](=O)[CH3:26])[C:15]([N:17]([CH3:24])[C:18]1[CH:19]=[N:20][CH:21]=[CH:22][CH:23]=1)=[O:16]. Product: [Br:1][C:2]1[CH:3]=[C:4]([CH3:10])[C:5]([N:8]2[C:25]([CH3:26])=[C:14]([C:15]([N:17]([CH3:24])[C:18]3[CH:19]=[N:20][CH:21]=[CH:22][CH:23]=3)=[O:16])[CH:13]=[N:9]2)=[N:6][CH:7]=1. The catalyst class is: 8. (4) Reactant: [H-].[Na+].[F:3][C:4]1[C:5]([CH2:16][N:17]([CH3:25])[C:18](=[O:24])[O:19][C:20]([CH3:23])([CH3:22])[CH3:21])=[CH:6][NH:7][C:8]=1[C:9]1[C:10]([F:15])=[N:11][CH:12]=[CH:13][CH:14]=1.C1OCCOCCOCCOCCOC1.[CH3:41][C:42]1[C:43]([S:48](Cl)(=[O:50])=[O:49])=[N:44][CH:45]=[CH:46][CH:47]=1. Product: [F:3][C:4]1[C:5]([CH2:16][N:17]([CH3:25])[C:18](=[O:24])[O:19][C:20]([CH3:21])([CH3:22])[CH3:23])=[CH:6][N:7]([S:48]([C:43]2[C:42]([CH3:41])=[CH:47][CH:46]=[CH:45][N:44]=2)(=[O:50])=[O:49])[C:8]=1[C:9]1[C:10]([F:15])=[N:11][CH:12]=[CH:13][CH:14]=1. The catalyst class is: 30. (5) Reactant: IC.[C:3]([O:7][C:8]([N:10]1[CH2:15][CH2:14][CH:13]([CH2:16][CH2:17][C:18]([OH:20])=[O:19])[CH2:12][CH2:11]1)=[O:9])([CH3:6])([CH3:5])[CH3:4].[C:21]([O-])([O-])=O.[K+].[K+]. Product: [CH3:21][O:19][C:18](=[O:20])[CH2:17][CH2:16][CH:13]1[CH2:14][CH2:15][N:10]([C:8]([O:7][C:3]([CH3:6])([CH3:4])[CH3:5])=[O:9])[CH2:11][CH2:12]1. The catalyst class is: 215. (6) Reactant: [CH:1]1([NH:4][C:5]([NH:7][C:8]2[CH:13]=[CH:12][C:11]([O:14][C:15]3[CH:20]=[CH:19][N:18]=[C:17]4[CH:21]=[C:22]([C:24]5[CH:29]=[CH:28][C:27]([CH:30]=O)=[CH:26][N:25]=5)[S:23][C:16]=34)=[C:10]([F:32])[CH:9]=2)=[O:6])[CH2:3][CH2:2]1.[C:33]([N:40]1[CH2:45][CH2:44][NH:43][CH2:42][CH2:41]1)([O:35][C:36]([CH3:39])([CH3:38])[CH3:37])=[O:34].C(O)(=O)C.[BH-](OC(C)=O)(OC(C)=O)OC(C)=O.[Na+]. Product: [CH:1]1([NH:4][C:5](=[O:6])[NH:7][C:8]2[CH:13]=[CH:12][C:11]([O:14][C:15]3[CH:20]=[CH:19][N:18]=[C:17]4[CH:21]=[C:22]([C:24]5[N:25]=[CH:26][C:27]([CH2:30][N:43]6[CH2:42][CH2:41][N:40]([C:33]([O:35][C:36]([CH3:39])([CH3:38])[CH3:37])=[O:34])[CH2:45][CH2:44]6)=[CH:28][CH:29]=5)[S:23][C:16]=34)=[C:10]([F:32])[CH:9]=2)[CH2:2][CH2:3]1. The catalyst class is: 296. (7) Reactant: C([O:8][C:9]1[CH:14]=[CH:13][C:12]([CH2:15][CH2:16][C:17]2([CH2:23][OH:24])[CH2:21][O:20][C:19]([CH3:22])=[N:18]2)=[CH:11][CH:10]=1)C1C=CC=CC=1. The catalyst class is: 19. Product: [OH:24][CH2:23][C:17]1([CH2:16][CH2:15][C:12]2[CH:11]=[CH:10][C:9]([OH:8])=[CH:14][CH:13]=2)[CH2:21][O:20][C:19]([CH3:22])=[N:18]1.